From a dataset of Full USPTO retrosynthesis dataset with 1.9M reactions from patents (1976-2016). Predict the reactants needed to synthesize the given product. (1) Given the product [OH:28][CH2:27][CH2:26][C:21]1[C:22]2[CH2:23][S:24][N:25]=[C:16]([N:15]([C:44]([O:46][C:47]([CH3:50])([CH3:49])[CH3:48])=[O:45])[C:13]([O:12][C:8]([CH3:11])([CH3:9])[CH3:10])=[O:14])[C:17]3=[N:32][N:31]([CH2:33][C:34]4[C:39]([CH3:40])=[C:38]([O:41][CH3:42])[C:37]([CH3:43])=[CH:36][N:35]=4)[N:30]=[C:19]([C:18]=23)[CH:20]=1, predict the reactants needed to synthesize it. The reactants are: CN1CCOCC1.[C:8]([O:12][C:13]([N:15]([C:44]([O:46][C:47]([CH3:50])([CH3:49])[CH3:48])=[O:45])[C:16]1[C:17]2[C:18]3[C:19](=[N:30][N:31]([CH2:33][C:34]4[C:39]([CH3:40])=[C:38]([O:41][CH3:42])[C:37]([CH3:43])=[CH:36][N:35]=4)[N:32]=2)[CH:20]=[C:21]([CH2:26][C:27](O)=[O:28])[C:22]=3[CH2:23][S:24][N:25]=1)=[O:14])([CH3:11])([CH3:10])[CH3:9].O1CCCC1.ClC(OCC(C)C)=O. (2) The reactants are: OO.O.[PH2]([O-])=O.[Na+].[C:8]([OH:12])(=[O:11])[CH:9]=[CH2:10].[OH:13][CH2:14][CH2:15][O:16][C:17](=[O:20])[CH:18]=[CH2:19].C(O)[C@@H](O)[C@H]1OC(=O)C(O)=C1O. Given the product [C:8]([OH:12])(=[O:11])[CH:9]=[CH2:10].[OH:13][CH2:14][CH2:15][O:16][C:17](=[O:20])[CH:18]=[CH2:19], predict the reactants needed to synthesize it.